Dataset: NCI-60 drug combinations with 297,098 pairs across 59 cell lines. Task: Regression. Given two drug SMILES strings and cell line genomic features, predict the synergy score measuring deviation from expected non-interaction effect. (1) Drug 1: CC1C(C(=O)NC(C(=O)N2CCCC2C(=O)N(CC(=O)N(C(C(=O)O1)C(C)C)C)C)C(C)C)NC(=O)C3=C4C(=C(C=C3)C)OC5=C(C(=O)C(=C(C5=N4)C(=O)NC6C(OC(=O)C(N(C(=O)CN(C(=O)C7CCCN7C(=O)C(NC6=O)C(C)C)C)C)C(C)C)C)N)C. Drug 2: CN(CCCl)CCCl.Cl. Cell line: PC-3. Synergy scores: CSS=22.8, Synergy_ZIP=-7.50, Synergy_Bliss=-6.72, Synergy_Loewe=-11.5, Synergy_HSA=-2.47. (2) Drug 1: CN(CCCl)CCCl.Cl. Drug 2: CN(C(=O)NC(C=O)C(C(C(CO)O)O)O)N=O. Cell line: A549. Synergy scores: CSS=4.70, Synergy_ZIP=-6.73, Synergy_Bliss=0.745, Synergy_Loewe=-24.4, Synergy_HSA=-1.92. (3) Drug 1: CCCS(=O)(=O)NC1=C(C(=C(C=C1)F)C(=O)C2=CNC3=C2C=C(C=N3)C4=CC=C(C=C4)Cl)F. Drug 2: C(CC(=O)O)C(=O)CN.Cl. Cell line: RXF 393. Synergy scores: CSS=11.1, Synergy_ZIP=-0.819, Synergy_Bliss=4.73, Synergy_Loewe=2.09, Synergy_HSA=5.93. (4) Drug 1: CC1=CC2C(CCC3(C2CCC3(C(=O)C)OC(=O)C)C)C4(C1=CC(=O)CC4)C. Drug 2: CC(C)NC(=O)C1=CC=C(C=C1)CNNC.Cl. Cell line: SW-620. Synergy scores: CSS=-0.534, Synergy_ZIP=0.697, Synergy_Bliss=-0.267, Synergy_Loewe=-6.78, Synergy_HSA=-5.03. (5) Drug 1: C1=CN(C(=O)N=C1N)C2C(C(C(O2)CO)O)O.Cl. Drug 2: C1CNP(=O)(OC1)N(CCCl)CCCl. Cell line: SNB-75. Synergy scores: CSS=6.01, Synergy_ZIP=-4.29, Synergy_Bliss=-2.58, Synergy_Loewe=-1.40, Synergy_HSA=0.135.